Task: Regression/Classification. Given an antibody's heavy chain and light chain sequences, predict its developability. TAP uses regression for 5 developability metrics; SAbDab uses binary classification.. Dataset: Antibody developability classification from SAbDab with 2,409 antibodies The antibody is ['QVQLKQSGPGLVQPSQSLSITCTVSGFSLTNYGVHWVRQSPGKGLEWLAVIWRGGSIDYNAAFMSRLSITKDNSKSQVFFKMNSLQADDTAIYYCAKNSHGNYVGYAMDYWGQGTSVTVSS', 'GIVMTQSQKFMSTTVGDRVSITCKASQSVGPAVAWYQQKPGQSPKLLIYSASNRYTGVPDRFTGSGSGADFTLTISNLHSEDLADYFCQQYTSYPTFGGGTKLEIK']. Result: 0 (not developable).